From a dataset of Peptide-MHC class I binding affinity with 185,985 pairs from IEDB/IMGT. Regression. Given a peptide amino acid sequence and an MHC pseudo amino acid sequence, predict their binding affinity value. This is MHC class I binding data. (1) The peptide sequence is ALPHAILRL. The MHC is HLA-A02:03 with pseudo-sequence HLA-A02:03. The binding affinity (normalized) is 0.809. (2) The peptide sequence is TLVPQEHYVR. The MHC is HLA-A03:01 with pseudo-sequence HLA-A03:01. The binding affinity (normalized) is 0.550. (3) The peptide sequence is EEQTLTILI. The MHC is HLA-B44:02 with pseudo-sequence HLA-B44:02. The binding affinity (normalized) is 0.756. (4) The peptide sequence is MQIAILVTTV. The MHC is HLA-A02:03 with pseudo-sequence HLA-A02:03. The binding affinity (normalized) is 0.834. (5) The peptide sequence is TTIEDILPK. The MHC is HLA-B15:01 with pseudo-sequence HLA-B15:01. The binding affinity (normalized) is 0.0847. (6) The peptide sequence is YQFKSVEFD. The MHC is H-2-Db with pseudo-sequence H-2-Db. The binding affinity (normalized) is 0. (7) The peptide sequence is WILTHTLYR. The MHC is HLA-A02:11 with pseudo-sequence HLA-A02:11. The binding affinity (normalized) is 0.0847. (8) The peptide sequence is YTAVVPLVY. The MHC is HLA-B18:01 with pseudo-sequence HLA-B18:01. The binding affinity (normalized) is 0.422. (9) The peptide sequence is IARLVYKAR. The MHC is HLA-A03:01 with pseudo-sequence HLA-A03:01. The binding affinity (normalized) is 0.0847.